Task: Predict which catalyst facilitates the given reaction.. Dataset: Catalyst prediction with 721,799 reactions and 888 catalyst types from USPTO Reactant: [N:1]1[CH:2]=[C:3]([C:10]([NH:12][C:13]2[CH:14]=[C:15]([CH:19]=[CH:20][C:21]=2[CH3:22])[C:16]([OH:18])=O)=[O:11])[N:4]2[CH:9]=[CH:8][CH:7]=[CH:6][C:5]=12.CCN(C(C)C)C(C)C.CN(C(ON1N=NC2C=CC=NC1=2)=[N+](C)C)C.F[P-](F)(F)(F)(F)F.O[N:57]=[C:58]([NH2:65])[C:59]1[CH:64]=[CH:63][CH:62]=[CH:61][N:60]=1. The catalyst class is: 384. Product: [CH3:22][C:21]1[CH:20]=[CH:19][C:15]([C:16]2[O:18][N:65]=[C:58]([C:59]3[CH:64]=[CH:63][CH:62]=[CH:61][N:60]=3)[N:57]=2)=[CH:14][C:13]=1[NH:12][C:10]([C:3]1[N:4]2[CH:9]=[CH:8][CH:7]=[CH:6][C:5]2=[N:1][CH:2]=1)=[O:11].